Task: Regression. Given a peptide amino acid sequence and an MHC pseudo amino acid sequence, predict their binding affinity value. This is MHC class II binding data.. Dataset: Peptide-MHC class II binding affinity with 134,281 pairs from IEDB (1) The peptide sequence is AGGAGGVGAVGGKGG. The MHC is HLA-DQA10401-DQB10402 with pseudo-sequence HLA-DQA10401-DQB10402. The binding affinity (normalized) is 0.0797. (2) The peptide sequence is EKKYFAATQFEPLAC. The MHC is HLA-DPA10201-DPB11401 with pseudo-sequence HLA-DPA10201-DPB11401. The binding affinity (normalized) is 0.827. (3) The peptide sequence is STDLELSWNLNGLQAY. The MHC is DRB1_0401 with pseudo-sequence DRB1_0401. The binding affinity (normalized) is 0.172. (4) The peptide sequence is ELCIDRSILLIPLSF. The MHC is DRB1_0101 with pseudo-sequence DRB1_0101. The binding affinity (normalized) is 0.605. (5) The MHC is HLA-DQA10501-DQB10302 with pseudo-sequence HLA-DQA10501-DQB10302. The peptide sequence is VIPEWCCRSCTMPPV. The binding affinity (normalized) is 0.449. (6) The peptide sequence is EPGKNPKNFQTMPGT. The MHC is DRB1_0301 with pseudo-sequence DRB1_0301. The binding affinity (normalized) is 0.205. (7) The peptide sequence is APGDSPNTDGIHIGD. The MHC is DRB4_0101 with pseudo-sequence DRB4_0103. The binding affinity (normalized) is 0. (8) The peptide sequence is GSLQIVDKIDAAFKI. The MHC is DRB1_1101 with pseudo-sequence DRB1_1101. The binding affinity (normalized) is 0.665. (9) The peptide sequence is LINTIIFLKTNNWHA. The MHC is DRB1_0405 with pseudo-sequence DRB1_0405. The binding affinity (normalized) is 0.773.